Dataset: Merck oncology drug combination screen with 23,052 pairs across 39 cell lines. Task: Regression. Given two drug SMILES strings and cell line genomic features, predict the synergy score measuring deviation from expected non-interaction effect. Drug 1: CCC1(O)C(=O)OCc2c1cc1n(c2=O)Cc2cc3c(CN(C)C)c(O)ccc3nc2-1. Drug 2: Cn1cc(-c2cnn3c(N)c(Br)c(C4CCCNC4)nc23)cn1. Cell line: SW620. Synergy scores: synergy=23.7.